Dataset: Reaction yield outcomes from USPTO patents with 853,638 reactions. Task: Predict the reaction yield, written as a fraction of the theoretical maximum amount of product (1.0 means a 100% yield; for example, 0.34 means a 34% yield). (1) The reactants are ClC1C=C2C([C:6]3([C@@H:15](C4C=CN=C(Cl)C=4F)[C@H:14]([C:24](N[C@H]4CC[C@H](C5OC=NN=5)CC4)=[O:25])[N:13]([C@H](C4C=CC=CC=4)[C@@H](O)C4C=CC=CC=4)C43CCC(C)(C)CC4)[C:7](=O)N2)=CC=1.[C:60](=[O:63])(O)[O-:61].[Na+].[C:65](Cl)([O:67][CH2:68][C:69]1[CH:74]=[CH:73][CH:72]=[CH:71][CH:70]=1)=[O:66].[C:76](#N)C. The catalyst is O. The product is [CH2:68]([O:67][C:65]([NH:13][C@H:14]1[CH2:24][O:25][C@H:7]([C:60]([O:61][CH3:76])=[O:63])[CH2:6][CH2:15]1)=[O:66])[C:69]1[CH:74]=[CH:73][CH:72]=[CH:71][CH:70]=1. The yield is 0.810. (2) The reactants are [CH3:1][C:2]1[C:8](=[O:9])[NH:7][C:5](=[O:6])[N:4]([C@@H:10]2[O:14][C@H:13]([CH2:15][OH:16])[C@@H:12]([N:17]=[N+:18]=[N-:19])[CH2:11]2)[CH:3]=1.[C:20](Cl)(=[O:25])[CH2:21][C:22](Cl)=[O:23].[OH2:27]. The catalyst is C(#N)C. The product is [CH3:1][C:2]1[C:8](=[O:9])[NH:7][C:5](=[O:6])[N:4]([C@@H:10]2[O:14][C@H:13]([CH2:15][OH:16])[C@@H:12]([N:17]=[N+:18]=[N-:19])[CH2:11]2)[CH:3]=1.[C:20]([OH:25])(=[O:6])[CH2:21][C:22]([OH:23])=[O:27]. The yield is 0.680.